The task is: Predict the product of the given reaction.. This data is from Forward reaction prediction with 1.9M reactions from USPTO patents (1976-2016). Given the reactants [C:1]([O:5][C:6]([NH:8][C@H:9]1[CH2:14][CH2:13][C@@H:12](Cl)[CH:11]=[CH:10]1)=[O:7])([CH3:4])([CH3:3])[CH3:2].[N-:16]=[N+:17]=[N-:18].[Na+], predict the reaction product. The product is: [N:16]([C@H:12]1[CH2:13][CH2:14][C@H:9]([NH:8][C:6]([O:5][C:1]([CH3:4])([CH3:3])[CH3:2])=[O:7])[CH:10]=[CH:11]1)=[N+:17]=[N-:18].